This data is from Catalyst prediction with 721,799 reactions and 888 catalyst types from USPTO. The task is: Predict which catalyst facilitates the given reaction. Reactant: BrC1C=C([NH:10][C:11]2[CH:15]=[C:14]([CH2:16][O:17][CH3:18])[N:13]([CH3:19])[N:12]=2)C(=O)N(C)C=1.CC1(C)C2C(=C(P(C3C=CC=CC=3)C3C=CC=CC=3)C=CC=2)OC2C(P(C3C=CC=CC=3)C3C=CC=CC=3)=CC=CC1=2.Br[C:63]1[C:64](=[O:71])[N:65]([CH3:70])[N:66]=[C:67]([Cl:69])[CH:68]=1.C([O-])([O-])=O.[Cs+].[Cs+]. Product: [Cl:69][C:67]1[CH:68]=[C:63]([NH:10][C:11]2[CH:15]=[C:14]([CH2:16][O:17][CH3:18])[N:13]([CH3:19])[N:12]=2)[C:64](=[O:71])[N:65]([CH3:70])[N:66]=1. The catalyst class is: 62.